From a dataset of Reaction yield outcomes from USPTO patents with 853,638 reactions. Predict the reaction yield, written as a fraction of the theoretical maximum amount of product (1.0 means a 100% yield; for example, 0.34 means a 34% yield). (1) The reactants are FC(F)(F)S(O[C:7]1[CH:16]=[CH:15][C:14]2[C:9](=[CH:10][C:11]([CH2:17][CH:18]3[CH2:22][CH2:21][N:20]([CH:23]4[CH2:28][CH2:27][CH2:26][CH2:25][CH2:24]4)[C:19]3=[O:29])=[CH:12][CH:13]=2)[CH:8]=1)(=O)=O.[F:32][C:33]1[CH:38]=[C:37](B(O)O)[CH:36]=[CH:35][N:34]=1.[Li+].[Cl-].C([O-])([O-])=O.[Na+].[Na+]. The catalyst is C1C=CC([P]([Pd]([P](C2C=CC=CC=2)(C2C=CC=CC=2)C2C=CC=CC=2)([P](C2C=CC=CC=2)(C2C=CC=CC=2)C2C=CC=CC=2)[P](C2C=CC=CC=2)(C2C=CC=CC=2)C2C=CC=CC=2)(C2C=CC=CC=2)C2C=CC=CC=2)=CC=1.O.O1CCOCC1. The product is [CH:23]1([N:20]2[CH2:21][CH2:22][CH:18]([CH2:17][C:11]3[CH:12]=[CH:13][C:14]4[C:9](=[CH:8][C:7]([C:37]5[CH:36]=[CH:35][N:34]=[C:33]([F:32])[CH:38]=5)=[CH:16][CH:15]=4)[CH:10]=3)[C:19]2=[O:29])[CH2:24][CH2:25][CH2:26][CH2:27][CH2:28]1. The yield is 0.750. (2) The reactants are [F:1][C:2]1[CH:3]=[C:4]([NH:11]C(=O)C(C)(C)C)[CH:5]=[CH:6][C:7]=1[N+:8]([O-:10])=[O:9].C(=O)([O-])[O-].[K+].[K+]. The catalyst is C(Cl)Cl.Cl.C(OCC)(=O)C. The product is [F:1][C:2]1[CH:3]=[C:4]([CH:5]=[CH:6][C:7]=1[N+:8]([O-:10])=[O:9])[NH2:11]. The yield is 0.990. (3) The reactants are [CH:1]1([C:4]([NH:6][C:7]2[N:8]=[C:9]3[CH:14]=[CH:13][C:12]([O:15][C:16]4[CH:17]=[C:18]([CH:22]=[CH:23][CH:24]=4)[C:19]([OH:21])=O)=[N:11][N:10]3[CH:25]=2)=[O:5])[CH2:3][CH2:2]1.[NH2:26][C:27]1[CH:32]=[CH:31][C:30]([C:33]([CH3:37])([CH3:36])[C:34]#[N:35])=[CH:29][CH:28]=1.Cl.CN(C)CCCN=C=NCC. The catalyst is CN(C)C1C=CN=CC=1.N1C=CC=CC=1. The product is [C:34]([C:33]([C:30]1[CH:29]=[CH:28][C:27]([NH:26][C:19](=[O:21])[C:18]2[CH:22]=[CH:23][CH:24]=[C:16]([O:15][C:12]3[CH:13]=[CH:14][C:9]4[N:10]([CH:25]=[C:7]([NH:6][C:4]([CH:1]5[CH2:3][CH2:2]5)=[O:5])[N:8]=4)[N:11]=3)[CH:17]=2)=[CH:32][CH:31]=1)([CH3:37])[CH3:36])#[N:35]. The yield is 0.570. (4) The reactants are [CH2:1]([O:3][CH:4]([O:14][CH2:15][CH3:16])[C:5]1[CH:10]=[CH:9][C:8]([CH2:11][NH:12][CH3:13])=[CH:7][CH:6]=1)[CH3:2].[CH3:29][C:28]([O:27][C:25](O[C:25]([O:27][C:28]([CH3:31])([CH3:30])[CH3:29])=[O:26])=[O:26])([CH3:31])[CH3:30]. The catalyst is C(Cl)Cl. The product is [CH2:15]([O:14][CH:4]([O:3][CH2:1][CH3:2])[C:5]1[CH:10]=[CH:9][C:8]([CH2:11][N:12]([CH3:13])[C:25](=[O:26])[O:27][C:28]([CH3:29])([CH3:30])[CH3:31])=[CH:7][CH:6]=1)[CH3:16]. The yield is 1.00.